This data is from Catalyst prediction with 721,799 reactions and 888 catalyst types from USPTO. The task is: Predict which catalyst facilitates the given reaction. (1) Reactant: C([O-])([O-])=O.[Cs+].[Cs+].[C:7]([O:11][C:12]([NH:14][CH2:15][C:16]1[CH:17]=[C:18](B(O)O)[CH:19]=[CH:20][CH:21]=1)=[O:13])([CH3:10])([CH3:9])[CH3:8].[Cl:25][C:26]1[CH:31]=[C:30](Cl)[N:29]=[C:28]([C:33]([NH:35][C:36]2[CH:41]=[CH:40][CH:39]=[CH:38][C:37]=2[CH2:42][C:43]([O:45][C:46]([CH3:49])([CH3:48])[CH3:47])=[O:44])=[O:34])[CH:27]=1.O1CCOCC1. Product: [C:7]([O:11][C:12]([NH:14][CH2:15][C:16]1[CH:17]=[C:18]([C:30]2[N:29]=[C:28]([C:33]([NH:35][C:36]3[CH:41]=[CH:40][CH:39]=[CH:38][C:37]=3[CH2:42][C:43]([O:45][C:46]([CH3:48])([CH3:47])[CH3:49])=[O:44])=[O:34])[CH:27]=[C:26]([Cl:25])[CH:31]=2)[CH:19]=[CH:20][CH:21]=1)=[O:13])([CH3:10])([CH3:9])[CH3:8]. The catalyst class is: 189. (2) Reactant: [CH:1]([NH2:4])([CH3:3])[CH3:2].Br[CH2:6][C:7]([O:9][CH3:10])=[O:8].[OH-].[Na+]. Product: [CH:1]([NH:4][CH2:6][C:7]([O:9][CH3:10])=[O:8])([CH3:3])[CH3:2]. The catalyst class is: 27. (3) Reactant: [CH3:1][C:2]1[CH:22]=[C:21]([CH3:23])[CH:20]=[C:19]([CH3:24])[C:3]=1[C:4]([NH:6][C:7]1[S:8][C:9]2[C:15]([N+:16]([O-])=O)=[CH:14][CH:13]=[CH:12][C:10]=2[N:11]=1)=[O:5]. Product: [NH2:16][C:15]1[C:9]2[S:8][C:7]([NH:6][C:4](=[O:5])[C:3]3[C:19]([CH3:24])=[CH:20][C:21]([CH3:23])=[CH:22][C:2]=3[CH3:1])=[N:11][C:10]=2[CH:12]=[CH:13][CH:14]=1. The catalyst class is: 446. (4) Reactant: [Cl:1][C:2]1[CH:3]=[CH:4][C:5]([O:15][CH3:16])=[C:6]([C:8]2[C:12]([NH2:13])=[CH:11][N:10]([CH3:14])[N:9]=2)[CH:7]=1.[N:17]1[N:21]2[CH:22]=[CH:23][CH:24]=[N:25][C:20]2=[C:19]([C:26](O)=[O:27])[CH:18]=1.F[P-](F)(F)(F)(F)F.N1(O[P+](N2CCCC2)(N2CCCC2)N2CCCC2)C2N=CC=CC=2N=N1.C(N(CC)C(C)C)(C)C. Product: [Cl:1][C:2]1[CH:3]=[CH:4][C:5]([O:15][CH3:16])=[C:6]([C:8]2[C:12]([NH:13][C:26]([C:19]3[CH:18]=[N:17][N:21]4[CH:22]=[CH:23][CH:24]=[N:25][C:20]=34)=[O:27])=[CH:11][N:10]([CH3:14])[N:9]=2)[CH:7]=1. The catalyst class is: 468. (5) Reactant: CC1C=CC(S(O[CH2:12][CH:13]2[O:18][C:17]3[CH:19]=[C:20]([S:23]([CH3:26])(=[O:25])=[O:24])[CH:21]=[CH:22][C:16]=3[O:15][CH2:14]2)(=O)=O)=CC=1.[CH3:27][NH2:28].Cl. Product: [CH3:27][NH:28][CH2:12][CH:13]1[O:18][C:17]2[CH:19]=[C:20]([S:23]([CH3:26])(=[O:25])=[O:24])[CH:21]=[CH:22][C:16]=2[O:15][CH2:14]1. The catalyst class is: 10. (6) Reactant: [CH3:1][C:2]1[CH:6]=[C:5]([C:7]2[CH:8]=[N:9][NH:10][C:11]=2[NH2:12])[O:4][N:3]=1.[CH2:13]([N:15]1[C:23]2[C:18](=[CH:19][C:20]([C:24](=O)[CH2:25][C:26](OCC)=[O:27])=[CH:21][CH:22]=2)[CH:17]=[N:16]1)[CH3:14].CC1C=CC(S(O)(=O)=O)=CC=1. Product: [CH2:13]([N:15]1[C:23]2[C:18](=[CH:19][C:20]([C:24]3[NH:12][C:11]4[N:10]([N:9]=[CH:8][C:7]=4[C:5]4[O:4][N:3]=[C:2]([CH3:1])[CH:6]=4)[C:26](=[O:27])[CH:25]=3)=[CH:21][CH:22]=2)[CH:17]=[N:16]1)[CH3:14]. The catalyst class is: 114. (7) Reactant: [NH2:1][C:2]1[C:14]([F:15])=[C:13]2[C:5]([C:6]3[C:11]([CH2:16][CH2:17][CH2:18][CH3:19])([CH2:12]2)[CH2:10][CH2:9][C:8](=[O:20])[C:7]=3[Br:21])=[CH:4][C:3]=1[F:22].[C:23](Cl)([CH3:25])=[O:24].N1C=CC=CC=1.[OH-].[Na+]. Product: [C:23]([NH:1][C:2]1[C:14]([F:15])=[C:13]2[C:5]([C:6]3[C:11]([CH2:16][CH2:17][CH2:18][CH3:19])([CH2:12]2)[CH2:10][CH2:9][C:8](=[O:20])[C:7]=3[Br:21])=[CH:4][C:3]=1[F:22])(=[O:24])[CH3:25]. The catalyst class is: 497. (8) Reactant: Cl[C:2]1[N:3]=[CH:4][C:5]2[C:10]([CH:11]=1)=[CH:9][C:8]([C@H:12]([OH:14])[CH3:13])=[CH:7][CH:6]=2.[CH2:15]([Sn](CCCC)(CCCC)C=C)[CH2:16]CC. Product: [CH:15]([C:2]1[N:3]=[CH:4][C:5]2[C:10]([CH:11]=1)=[CH:9][C:8]([C@H:12]([OH:14])[CH3:13])=[CH:7][CH:6]=2)=[CH2:16]. The catalyst class is: 658. (9) Reactant: [CH3:1][C:2]1[O:6][N:5]=[C:4]([C:7]2[CH:12]=[CH:11][C:10]([C:13]3[CH:18]=[CH:17][C:16]([CH:19]=O)=[CH:15][CH:14]=3)=[CH:9][CH:8]=2)[N:3]=1.[CH3:21][NH:22][CH3:23].C(O[BH-](OC(=O)C)OC(=O)C)(=O)C.[Na+]. Product: [CH3:21][N:22]([CH3:23])[CH2:19][C:16]1[CH:17]=[CH:18][C:13]([C:10]2[CH:11]=[CH:12][C:7]([C:4]3[N:3]=[C:2]([CH3:1])[O:6][N:5]=3)=[CH:8][CH:9]=2)=[CH:14][CH:15]=1. The catalyst class is: 26.